This data is from Peptide-MHC class I binding affinity with 185,985 pairs from IEDB/IMGT. The task is: Regression. Given a peptide amino acid sequence and an MHC pseudo amino acid sequence, predict their binding affinity value. This is MHC class I binding data. (1) The peptide sequence is LTMVAGAVW. The MHC is HLA-A30:01 with pseudo-sequence HLA-A30:01. The binding affinity (normalized) is 0.213. (2) The peptide sequence is QVLSYAAPK. The MHC is HLA-A03:01 with pseudo-sequence HLA-A03:01. The binding affinity (normalized) is 0.554. (3) The peptide sequence is RLPSETFPNV. The MHC is HLA-A02:03 with pseudo-sequence HLA-A02:03. The binding affinity (normalized) is 0.755. (4) The MHC is HLA-A02:03 with pseudo-sequence HLA-A02:03. The peptide sequence is EILWDVIPF. The binding affinity (normalized) is 0.0847. (5) The peptide sequence is VFRTSTPRVV. The MHC is HLA-A01:01 with pseudo-sequence HLA-A01:01. The binding affinity (normalized) is 0. (6) The peptide sequence is RQGLELTL. The MHC is HLA-B27:05 with pseudo-sequence HLA-B27:05. The binding affinity (normalized) is 0.257. (7) The peptide sequence is DPNFWGQGM. The MHC is HLA-B15:01 with pseudo-sequence HLA-B15:01. The binding affinity (normalized) is 0.0847. (8) The peptide sequence is TVYPKTHYV. The MHC is HLA-B07:02 with pseudo-sequence HLA-B07:02. The binding affinity (normalized) is 0.0847. (9) The peptide sequence is KMIEYAKLYV. The MHC is HLA-A02:01 with pseudo-sequence HLA-A02:01. The binding affinity (normalized) is 1.00. (10) The peptide sequence is PPLRNTHPQA. The MHC is Patr-A0701 with pseudo-sequence Patr-A0701. The binding affinity (normalized) is 0.